This data is from Catalyst prediction with 721,799 reactions and 888 catalyst types from USPTO. The task is: Predict which catalyst facilitates the given reaction. (1) Reactant: [C:9](O[C:9]([O:11][C:12]([CH3:15])([CH3:14])[CH3:13])=[O:10])([O:11][C:12]([CH3:15])([CH3:14])[CH3:13])=[O:10].[C:16]([O:19][CH2:20][CH2:21][C:22]1[C:31]2[C:26](=[CH:27][CH:28]=[CH:29][CH:30]=2)[C:25]([NH2:32])=[CH:24][C:23]=1[N+:33]([O-:35])=[O:34])(=[O:18])[CH3:17]. Product: [C:16]([O:19][CH2:20][CH2:21][C:22]1[C:31]2[C:26](=[CH:27][CH:28]=[CH:29][CH:30]=2)[C:25]([NH:32][C:9]([O:11][C:12]([CH3:13])([CH3:14])[CH3:15])=[O:10])=[CH:24][C:23]=1[N+:33]([O-:35])=[O:34])(=[O:18])[CH3:17]. The catalyst class is: 17. (2) Reactant: [CH3:1][O:2][C:3]1[CH:9]=[CH:8][C:6]([NH2:7])=[CH:5][CH:4]=1.[N+:10]([C:13]1[CH:21]=[CH:20][C:19]([CH3:22])=[CH:18][C:14]=1[C:15](O)=[O:16])([O-:12])=[O:11].Cl.CN(C)CCCN=C=NCC. Product: [CH3:1][O:2][C:3]1[CH:9]=[CH:8][C:6]([NH:7][C:15](=[O:16])[C:14]2[CH:18]=[C:19]([CH3:22])[CH:20]=[CH:21][C:13]=2[N+:10]([O-:12])=[O:11])=[CH:5][CH:4]=1. The catalyst class is: 9. (3) Reactant: [Br:1][C:2]1[CH:3]=[CH:4][C:5]([Cl:14])=[C:6]([CH:13]=1)[C:7]([NH:9][CH:10]1[CH2:12][CH2:11]1)=O.S(C)C. Product: [Br:1][C:2]1[CH:3]=[CH:4][C:5]([Cl:14])=[C:6]([CH:13]=1)[CH2:7][NH:9][CH:10]1[CH2:11][CH2:12]1. The catalyst class is: 1.